Predict the product of the given reaction. From a dataset of Forward reaction prediction with 1.9M reactions from USPTO patents (1976-2016). (1) Given the reactants [F:1][C:2]1[CH:49]=[CH:48][CH:47]=[C:46]([F:50])[C:3]=1[C:4]([NH:6][C:7]1[CH:12]=[C:11]([C:13]2[C:21]([C:22]3[CH:27]=[CH:26][N:25]=[C:24]([NH:28][C:29]4[CH:38]=[C:37]5[C:32]([CH2:33][CH2:34][N:35](C(=O)C(F)(F)F)[CH2:36]5)=[CH:31][CH:30]=4)[N:23]=3)=[C:16]3[CH:17]=[CH:18][CH:19]=[CH:20][N:15]3[N:14]=2)[CH:10]=[CH:9][C:8]=1F)=[O:5].C1C[O:54][CH2:53]C1.[Li+].[OH-], predict the reaction product. The product is: [F:1][C:2]1[CH:49]=[CH:48][CH:47]=[C:46]([F:50])[C:3]=1[C:4]([NH:6][C:7]1[CH:12]=[C:11]([C:13]2[C:21]([C:22]3[CH:27]=[CH:26][N:25]=[C:24]([NH:28][C:29]4[CH:38]=[C:37]5[C:32]([CH2:33][CH2:34][NH:35][CH2:36]5)=[CH:31][CH:30]=4)[N:23]=3)=[C:16]3[CH:17]=[CH:18][CH:19]=[CH:20][N:15]3[N:14]=2)[CH:10]=[CH:9][C:8]=1[O:54][CH3:53])=[O:5]. (2) The product is: [ClH:1].[CH3:2][N:3]1[CH2:16][CH2:15][C:6]2[NH:7][C:8]3[CH:9]=[CH:10][C:11]([CH3:14])=[CH:12][C:13]=3[C:5]=2[CH2:4]1. Given the reactants [ClH:1].[CH3:2][N:3]1[CH2:16][CH2:15][C:6]2[NH:7][C:8]3[CH:9]=[CH:10][C:11]([CH3:14])=[CH:12][C:13]=3[C:5]=2[CH2:4]1, predict the reaction product. (3) Given the reactants [CH3:1][O:2][C:3]1[N:4]=[C:5]2[C:10](=[CH:11][CH:12]=1)[N:9]=[CH:8][CH:7]=[C:6]2[N:13]1[CH:21]=[C:20]2[C:15]([CH2:16][CH2:17][CH:18]([NH2:22])[CH2:19]2)=[N:14]1.[CH:23](=O)/[CH:24]=[CH:25]/[C:26]1[CH:31]=[CH:30][CH:29]=[CH:28][CH:27]=1.[BH4-].[Na+].[OH-].[Na+], predict the reaction product. The product is: [CH3:1][O:2][C:3]1[N:4]=[C:5]2[C:10](=[CH:11][CH:12]=1)[N:9]=[CH:8][CH:7]=[C:6]2[N:13]1[CH:21]=[C:20]2[C:15]([CH2:16][CH2:17][CH:18]([NH:22][CH2:23][CH:24]=[CH:25][C:26]3[CH:31]=[CH:30][CH:29]=[CH:28][CH:27]=3)[CH2:19]2)=[N:14]1. (4) Given the reactants [N:1]1([C:7]2[CH:8]=[CH:9][C:10]3[N:11]([C:13]([C:16]([F:19])([F:18])[F:17])=[N:14][N:15]=3)[N:12]=2)[CH2:6][CH2:5][NH:4][CH2:3][CH2:2]1.[NH:20]1[C:28]2[C:23](=[CH:24][C:25]([CH:29]=O)=[CH:26][CH:27]=2)[CH:22]=[CH:21]1, predict the reaction product. The product is: [NH:20]1[C:28]2[C:23](=[CH:24][C:25]([CH2:29][N:4]3[CH2:3][CH2:2][N:1]([C:7]4[CH:8]=[CH:9][C:10]5[N:11]([C:13]([C:16]([F:17])([F:18])[F:19])=[N:14][N:15]=5)[N:12]=4)[CH2:6][CH2:5]3)=[CH:26][CH:27]=2)[CH:22]=[CH:21]1. (5) Given the reactants C([O:3][C:4](=[O:33])[CH2:5][O:6][C:7]1[CH:12]=[CH:11][C:10]([Cl:13])=[C:9]([NH:14][C:15]([C:17]2[C:26]3[C:21](=[CH:22][CH:23]=[CH:24][CH:25]=3)[CH:20]=[C:19]([C:27]3[CH:32]=[CH:31][CH:30]=[CH:29][CH:28]=3)[CH:18]=2)=[O:16])[CH:8]=1)C.O[Li].O, predict the reaction product. The product is: [Cl:13][C:10]1[CH:11]=[CH:12][C:7]([O:6][CH2:5][C:4]([OH:33])=[O:3])=[CH:8][C:9]=1[NH:14][C:15]([C:17]1[C:26]2[C:21](=[CH:22][CH:23]=[CH:24][CH:25]=2)[CH:20]=[C:19]([C:27]2[CH:32]=[CH:31][CH:30]=[CH:29][CH:28]=2)[CH:18]=1)=[O:16].